Task: Predict the reactants needed to synthesize the given product.. Dataset: Full USPTO retrosynthesis dataset with 1.9M reactions from patents (1976-2016) (1) The reactants are: [C:1]([O:5][C:6](=[O:27])[C:7]([S:10][C:11]1[S:12][CH:13]=[C:14]([CH2:16][CH2:17][NH:18][C:19]2[N:24]=[CH:23][C:22]([CH2:25][CH3:26])=[CH:21][N:20]=2)[N:15]=1)([CH3:9])[CH3:8])([CH3:4])([CH3:3])[CH3:2].Cl[CH2:29][C:30]1[CH:31]=[CH:32][C:33]([C:36]2[CH:41]=[CH:40][CH:39]=[CH:38][CH:37]=2)=[N:34][CH:35]=1.CC(C)([O-])C.[K+].O. Given the product [C:1]([O:5][C:6](=[O:27])[C:7]([S:10][C:11]1[S:12][CH:13]=[C:14]([CH2:16][CH2:17][N:18]([C:19]2[N:20]=[CH:21][C:22]([CH2:25][CH3:26])=[CH:23][N:24]=2)[CH2:29][C:30]2[CH:35]=[N:34][C:33]([C:36]3[CH:37]=[CH:38][CH:39]=[CH:40][CH:41]=3)=[CH:32][CH:31]=2)[N:15]=1)([CH3:9])[CH3:8])([CH3:2])([CH3:3])[CH3:4], predict the reactants needed to synthesize it. (2) The reactants are: [F:1][C:2]([F:37])([F:36])[C:3]1[CH:4]=[C:5]([CH:29]=[C:30]([C:32]([F:35])([F:34])[F:33])[CH:31]=1)[CH2:6][N:7]1[CH2:14][CH2:13][CH2:12][O:11][C:10]2[N:15]=[C:16](Cl)[CH:17]=[C:18]([C:19]3[CH:24]=[CH:23][CH:22]=[CH:21][C:20]=3[O:25][CH3:26])[C:9]=2[C:8]1=[O:28].[N:38]1([CH:43]2[CH2:48][CH2:47][NH:46][CH2:45][CH2:44]2)[CH2:42][CH2:41][CH2:40][CH2:39]1. Given the product [F:1][C:2]([F:37])([F:36])[C:3]1[CH:4]=[C:5]([CH:29]=[C:30]([C:32]([F:35])([F:34])[F:33])[CH:31]=1)[CH2:6][N:7]1[CH2:14][CH2:13][CH2:12][O:11][C:10]2[N:15]=[C:16]([N:46]3[CH2:47][CH2:48][CH:43]([N:38]4[CH2:42][CH2:41][CH2:40][CH2:39]4)[CH2:44][CH2:45]3)[CH:17]=[C:18]([C:19]3[CH:24]=[CH:23][CH:22]=[CH:21][C:20]=3[O:25][CH3:26])[C:9]=2[C:8]1=[O:28], predict the reactants needed to synthesize it. (3) Given the product [CH2:1]([S:3]([N:6]1[CH2:7][CH2:8][CH:9]([CH2:12][NH:13][C:14]([C:16]2[CH:17]=[C:18]3[C:22](=[CH:23][CH:24]=2)[CH:21]([CH:25]([CH3:26])[CH3:27])[N:20]([CH2:36][CH:33]2[CH2:32][CH2:31][C:30]([O:29][CH3:28])([C:38]([F:39])([F:40])[F:41])[CH2:35][CH2:34]2)[CH2:19]3)=[O:15])[CH2:10][CH2:11]1)(=[O:5])=[O:4])[CH3:2], predict the reactants needed to synthesize it. The reactants are: [CH2:1]([S:3]([N:6]1[CH2:11][CH2:10][CH:9]([CH2:12][NH:13][C:14]([C:16]2[CH:17]=[C:18]3[C:22](=[CH:23][CH:24]=2)[CH:21]([CH:25]([CH3:27])[CH3:26])[NH:20][CH2:19]3)=[O:15])[CH2:8][CH2:7]1)(=[O:5])=[O:4])[CH3:2].[CH3:28][O:29][C:30]1([C:38]([F:41])([F:40])[F:39])[CH2:35][CH2:34][CH:33]([CH:36]=O)[CH2:32][CH2:31]1. (4) Given the product [F:25][C:2]([C@H:5]1[CH2:9][O:8][C:7]([CH3:11])([CH3:10])[N:6]1[C:12]([O:14][C:15]([CH3:18])([CH3:17])[CH3:16])=[O:13])([CH3:4])[CH3:3], predict the reactants needed to synthesize it. The reactants are: O[C:2]([C@H:5]1[CH2:9][O:8][C:7]([CH3:11])([CH3:10])[N:6]1[C:12]([O:14][C:15]([CH3:18])([CH3:17])[CH3:16])=[O:13])([CH3:4])[CH3:3].C(N(S(F)(F)[F:25])CC)C. (5) The reactants are: [N:1]1([C:7]2[N:8]=[C:9]([CH2:14][C:15]([O-:17])=O)[NH:10][C:11](=[O:13])[CH:12]=2)[CH2:6][CH2:5][O:4][CH2:3][CH2:2]1.[Na+].[NH:19]1[C:27]2[C:22](=[N:23][CH:24]=[CH:25][CH:26]=2)[CH2:21][CH2:20]1.Cl.CN(C)CCCN=C=NCC. Given the product [N:19]1([C:15](=[O:17])[CH2:14][C:9]2[NH:10][C:11](=[O:13])[CH:12]=[C:7]([N:1]3[CH2:2][CH2:3][O:4][CH2:5][CH2:6]3)[N:8]=2)[C:27]2[C:22](=[N:23][CH:24]=[CH:25][CH:26]=2)[CH2:21][CH2:20]1, predict the reactants needed to synthesize it. (6) Given the product [ClH:19].[N+:1]([C:4]1[CH:5]=[CH:6][C:7]([NH:10][C@H:11]2[CH2:15][CH2:14][NH:13][CH2:12]2)=[N:8][CH:9]=1)([O-:3])=[O:2], predict the reactants needed to synthesize it. The reactants are: [N+:1]([C:4]1[CH:5]=[CH:6][C:7]([NH:10][C@H:11]2[CH2:15][CH2:14][N:13](C(O)=O)[CH2:12]2)=[N:8][CH:9]=1)([O-:3])=[O:2].[ClH:19]. (7) Given the product [Cl:14][C:13]1[C:8]([S:4][CH:1]([CH3:3])[CH3:2])=[N:9][CH:10]=[CH:11][CH:12]=1, predict the reactants needed to synthesize it. The reactants are: [CH:1]([SH:4])([CH3:3])[CH3:2].[H-].[Na+].Cl[C:8]1[C:13]([Cl:14])=[CH:12][CH:11]=[CH:10][N:9]=1.[NH4+].[Cl-]. (8) Given the product [NH2:23][C:20]1[CH:19]=[CH:18][C:17]([CH:12]2[CH2:13][CH2:14][C:15](=[O:16])[CH:11]2[C:8]2[CH:7]=[CH:6][C:5]([C:1]([CH3:4])([CH3:3])[CH3:2])=[CH:10][CH:9]=2)=[CH:22][CH:21]=1, predict the reactants needed to synthesize it. The reactants are: [C:1]([C:5]1[CH:10]=[CH:9][C:8]([CH:11]2[C:15](=[O:16])[CH2:14][CH2:13][CH:12]2[C:17]2[CH:22]=[CH:21][C:20]([NH:23]C(=O)OC(C)(C)C)=[CH:19][CH:18]=2)=[CH:7][CH:6]=1)([CH3:4])([CH3:3])[CH3:2].